The task is: Binary Classification. Given a drug SMILES string, predict its activity (active/inactive) in a high-throughput screening assay against a specified biological target.. This data is from Orexin1 receptor HTS with 218,158 compounds and 233 confirmed actives. (1) The drug is Clc1c(CC(=O)Nc2nccc(c2)C)c(F)ccc1. The result is 0 (inactive). (2) The molecule is S(CC(=O)NC1CCCc2c1cccc2)Cc1nc(oc1C)c1cc(OC)c(OC)cc1. The result is 0 (inactive). (3) The molecule is S(CC(=O)NC12CC3CC(C2)CC(C1)C3)c1sc(nn1)C. The result is 0 (inactive).